Dataset: Rat liver microsome stability data. Task: Regression/Classification. Given a drug SMILES string, predict its absorption, distribution, metabolism, or excretion properties. Task type varies by dataset: regression for continuous measurements (e.g., permeability, clearance, half-life) or binary classification for categorical outcomes (e.g., BBB penetration, CYP inhibition). Dataset: rlm. The drug is CCOC(=O)[C@H]1O[C@H]1C(=O)N[C@@H](CC(C)C)C(=O)NCCC(C)C. The result is 1 (stable in rat liver microsomes).